From a dataset of Full USPTO retrosynthesis dataset with 1.9M reactions from patents (1976-2016). Predict the reactants needed to synthesize the given product. (1) Given the product [NH2:20][C@H:21]([C:26]([OH:28])=[O:27])[CH2:22][C:23]1[C:25]2[C:5](=[CH:4][CH:3]=[CH:2][CH:8]=2)[NH:6][CH:24]=1, predict the reactants needed to synthesize it. The reactants are: N[C@H:2]([C:8](O)=O)[CH2:3][CH2:4][C:5](=O)[NH2:6].N[C@H](C(O)=O)CC(=O)N.[NH2:20][C@H:21]([C:26]([OH:28])=[O:27])[CH2:22][CH:23]([CH3:25])[CH3:24].N[C@H](C(O)=O)CCCNC(=N)N.N[C@H](C(O)=O)C(C)C. (2) The reactants are: [O:1]=[S:2]1(=[O:52])[CH2:7][CH2:6][N:5]([CH2:8][CH2:9][NH:10][C@:11]23[CH2:46][CH2:45][C@@H:44]([C:47]([O:50][CH3:51])([CH3:49])[CH3:48])[C@@H:12]2[C@@H:13]2[C@@:26]([CH3:29])([CH2:27][CH2:28]3)[C@@:25]3([CH3:30])[C@@H:16]([C@:17]4([CH3:43])[C@@H:22]([CH2:23][CH2:24]3)[C:21]([CH3:32])([CH3:31])[C:20]([C:33]3[CH:42]=[CH:41][C:36]([C:37]([O:39]C)=[O:38])=[CH:35][CH:34]=3)=[CH:19][CH2:18]4)[CH2:15][CH2:14]2)[CH2:4][CH2:3]1.O.[OH-].[Li+].CO.C(O)(C(F)(F)F)=O. Given the product [O:52]=[S:2]1(=[O:1])[CH2:7][CH2:6][N:5]([CH2:8][CH2:9][NH:10][C@:11]23[CH2:46][CH2:45][C@@H:44]([C:47]([O:50][CH3:51])([CH3:49])[CH3:48])[C@@H:12]2[C@@H:13]2[C@@:26]([CH3:29])([CH2:27][CH2:28]3)[C@@:25]3([CH3:30])[C@@H:16]([C@:17]4([CH3:43])[C@@H:22]([CH2:23][CH2:24]3)[C:21]([CH3:32])([CH3:31])[C:20]([C:33]3[CH:42]=[CH:41][C:36]([C:37]([OH:39])=[O:38])=[CH:35][CH:34]=3)=[CH:19][CH2:18]4)[CH2:15][CH2:14]2)[CH2:4][CH2:3]1, predict the reactants needed to synthesize it. (3) Given the product [Cl:1][C:2]1[N:3]=[N:4][C:5]([C:17]2[CH:16]=[CH:15][C:14]([NH:13][S:10]([CH3:9])(=[O:11])=[O:12])=[CH:19][CH:18]=2)=[CH:6][CH:7]=1, predict the reactants needed to synthesize it. The reactants are: [Cl:1][C:2]1[N:3]=[N:4][C:5](Cl)=[CH:6][CH:7]=1.[CH3:9][S:10]([NH:13][C:14]1[CH:19]=[CH:18][C:17](B(O)O)=[CH:16][CH:15]=1)(=[O:12])=[O:11].C([O-])([O-])=O.[Na+].[Na+].COCCOC. (4) Given the product [NH2:1][CH:4]1[C:10]2[CH:11]=[CH:12][CH:13]=[CH:14][C:9]=2[C:8]2[CH:15]=[CH:16][CH:17]=[N:18][C:7]=2[N:6]([CH2:19][CH2:20][O:21][Si:22]([C:25]([CH3:27])([CH3:26])[CH3:28])([CH3:23])[CH3:24])[C:5]1=[O:29], predict the reactants needed to synthesize it. The reactants are: [N:1]([CH:4]1[C:10]2[CH:11]=[CH:12][CH:13]=[CH:14][C:9]=2[C:8]2[CH:15]=[CH:16][CH:17]=[N:18][C:7]=2[N:6]([CH2:19][CH2:20][O:21][Si:22]([C:25]([CH3:28])([CH3:27])[CH3:26])([CH3:24])[CH3:23])[C:5]1=[O:29])=[N+]=[N-].